Dataset: Full USPTO retrosynthesis dataset with 1.9M reactions from patents (1976-2016). Task: Predict the reactants needed to synthesize the given product. (1) Given the product [CH:27]1([CH:22]([C:20]2[CH:19]=[CH:18][N:17]=[C:16]([O:15][CH2:14][CH:11]3[CH2:10][CH2:9][NH:8][CH2:13][CH2:12]3)[CH:21]=2)[CH2:23][C:24]([O:26][CH2:35][CH3:36])=[O:25])[CH2:28][CH2:29]1, predict the reactants needed to synthesize it. The reactants are: C(OC([N:8]1[CH2:13][CH2:12][CH:11]([CH2:14][O:15][C:16]2[CH:21]=[C:20]([CH:22]([CH:27]3[CH2:29][CH2:28]3)[CH2:23][C:24]([OH:26])=[O:25])[CH:19]=[CH:18][N:17]=2)[CH2:10][CH2:9]1)=O)(C)(C)C.S(=O)(=O)(O)O.[CH2:35](O)[CH3:36]. (2) Given the product [CH2:34]([NH:36][C:2]1[NH:6][C:5]2[CH:7]=[CH:8][C:9]([C:11]3[N:12]=[C:13]([N:27]4[CH2:32][CH2:31][O:30][CH2:29][CH2:28]4)[C:14]4[CH2:20][CH2:19][N:18]([C:21]5[N:22]=[CH:23][CH:24]=[CH:25][N:26]=5)[CH2:17][C:15]=4[N:16]=3)=[CH:10][C:4]=2[N:3]=1)[CH3:35], predict the reactants needed to synthesize it. The reactants are: Cl[C:2]1[NH:6][C:5]2[CH:7]=[CH:8][C:9]([C:11]3[N:12]=[C:13]([N:27]4[CH2:32][CH2:31][O:30][CH2:29][CH2:28]4)[C:14]4[CH2:20][CH2:19][N:18]([C:21]5[N:26]=[CH:25][CH:24]=[CH:23][N:22]=5)[CH2:17][C:15]=4[N:16]=3)=[CH:10][C:4]=2[N:3]=1.Cl.[CH2:34]([NH2:36])[CH3:35].C(O)C.C(N(CC)C(C)C)(C)C. (3) Given the product [C:21]([O:1][CH:2]([C:8]1[CH:9]=[CH:10][C:11]([CH3:14])=[CH:12][CH:13]=1)[C:3](=[CH2:7])[C:4]([O:6][CH3:16])=[O:5])(=[O:23])[CH3:22], predict the reactants needed to synthesize it. The reactants are: [OH:1][CH:2]([C:8]1[CH:13]=[CH:12][C:11]([CH3:14])=[CH:10][CH:9]=1)[C:3](=[CH2:7])[C:4]([O-:6])=[O:5].N1C=CC=C[CH:16]=1.[C:21](Cl)(=[O:23])[CH3:22].Cl. (4) Given the product [F:29][C:26]1[CH:25]=[CH:24][C:23]([CH2:22][C:14]2[C:11]3[C:12](=[O:13])[N:7]([CH2:6][CH2:5][CH2:4][OH:3])[C:8](=[O:31])[N:9]([CH3:30])[C:10]=3[N:17]=[CH:16][C:15]=2[O:18][CH:19]([CH3:20])[CH3:21])=[CH:28][CH:27]=1, predict the reactants needed to synthesize it. The reactants are: C([O:3][CH2:4][CH2:5][CH2:6][N:7]1[C:12](=[O:13])[C:11]2[C:14]([CH2:22][C:23]3[CH:28]=[CH:27][C:26]([F:29])=[CH:25][CH:24]=3)=[C:15]([O:18][CH:19]([CH3:21])[CH3:20])[CH:16]=[N:17][C:10]=2[N:9]([CH3:30])[C:8]1=[O:31])=O.O[Li].O. (5) Given the product [C:1]([O:5][C@@H:6]([C:11]1[C:12]([C:30]2[CH:31]=[CH:32][C:33]3[O:37][CH2:36][CH2:35][C:34]=3[CH:38]=2)=[C:13]2[CH:20]=[CH:19][N:18]([CH2:21][C:22]3[CH:27]=[CH:26][C:25]([F:28])=[C:24]([F:29])[CH:23]=3)[C:14]2=[N:15][C:16]=1[CH3:17])[C:7]([OH:9])=[O:8])([CH3:4])([CH3:2])[CH3:3], predict the reactants needed to synthesize it. The reactants are: [C:1]([O:5][C@@H:6]([C:11]1[C:12]([C:30]2[CH:31]=[CH:32][C:33]3[O:37][CH2:36][CH2:35][C:34]=3[CH:38]=2)=[C:13]2[CH:20]=[CH:19][N:18]([CH2:21][C:22]3[CH:27]=[CH:26][C:25]([F:28])=[C:24]([F:29])[CH:23]=3)[C:14]2=[N:15][C:16]=1[CH3:17])[C:7]([O:9]C)=[O:8])([CH3:4])([CH3:3])[CH3:2].[Li+].[OH-].